The task is: Predict the reactants needed to synthesize the given product.. This data is from Full USPTO retrosynthesis dataset with 1.9M reactions from patents (1976-2016). (1) Given the product [OH:17][C:18]1([C:10]2[N:11]3[CH:16]=[CH:15][CH:14]=[CH:13][C:12]3=[CH:8][N:9]=2)[CH2:19][CH2:20][N:21]([C:24]([O:26][C:27]([CH3:30])([CH3:29])[CH3:28])=[O:25])[CH2:22][CH2:23]1, predict the reactants needed to synthesize it. The reactants are: C1([Li])C=CC=CC=1.[CH:8]1[N:9]=[CH:10][N:11]2[CH:16]=[CH:15][CH:14]=[CH:13][C:12]=12.[O:17]=[C:18]1[CH2:23][CH2:22][N:21]([C:24]([O:26][C:27]([CH3:30])([CH3:29])[CH3:28])=[O:25])[CH2:20][CH2:19]1. (2) Given the product [CH3:16][O:15][CH2:14][CH2:13][N:5]([CH2:4][CH2:3][O:2][CH3:1])[C:6]1[N:7]=[CH:8][N:9]=[C:10]([NH:12][C:20]2[S:21][C:22]([C:25]#[N:26])=[CH:23][N:24]=2)[CH:11]=1, predict the reactants needed to synthesize it. The reactants are: [CH3:1][O:2][CH2:3][CH2:4][N:5]([CH2:13][CH2:14][O:15][CH3:16])[C:6]1[CH:11]=[C:10]([NH2:12])[N:9]=[CH:8][N:7]=1.[H-].[Na+].Cl[C:20]1[S:21][C:22]([C:25]#[N:26])=[CH:23][N:24]=1. (3) Given the product [OH:2][CH2:1][C:3]1[CH:24]=[CH:23][C:6]([O:7][CH2:8][C:9]2[N:10]=[C:11]([C:15]3[CH:16]=[C:17]([CH:20]=[CH:21][CH:22]=3)[C:18]#[N:19])[O:12][C:13]=2[CH3:14])=[C:5]([O:25][CH3:26])[CH:4]=1, predict the reactants needed to synthesize it. The reactants are: [CH:1]([C:3]1[CH:24]=[CH:23][C:6]([O:7][CH2:8][C:9]2[N:10]=[C:11]([C:15]3[CH:16]=[C:17]([CH:20]=[CH:21][CH:22]=3)[C:18]#[N:19])[O:12][C:13]=2[CH3:14])=[C:5]([O:25][CH3:26])[CH:4]=1)=[O:2].C(O)C.[BH4-].[Na+].O. (4) The reactants are: C(N(CC)CC)C.Cl[CH2:9][C:10]1[CH:15]=[CH:14][N:13]=[C:12]([F:16])[CH:11]=1.[SH:17][C:18]1[N:26]=[CH:25][CH:24]=[CH:23][C:19]=1[C:20]([OH:22])=[O:21].C(OCC)(=O)C. Given the product [F:16][C:12]1[CH:11]=[C:10]([CH2:9][S:17][C:18]2[C:19]([C:20]([OH:22])=[O:21])=[CH:23][CH:24]=[CH:25][N:26]=2)[CH:15]=[CH:14][N:13]=1, predict the reactants needed to synthesize it. (5) Given the product [CH2:1]([O:3][C:4]1[C:13]2[C:8](=[CH:9][CH:10]=[C:11](/[CH:14]=[C:29]3/[C:30](=[O:32])[N:31]=[C:27]([NH:26][CH:24]4[CH2:25][CH:23]4[C:20]4[CH:21]=[CH:22][C:17]([F:16])=[CH:18][CH:19]=4)[S:28]/3)[CH:12]=2)[N:7]=[CH:6][CH:5]=1)[CH3:2], predict the reactants needed to synthesize it. The reactants are: [CH2:1]([O:3][C:4]1[C:13]2[C:8](=[CH:9][CH:10]=[C:11]([CH:14]=O)[CH:12]=2)[N:7]=[CH:6][CH:5]=1)[CH3:2].[F:16][C:17]1[CH:22]=[CH:21][C:20]([CH:23]2[CH2:25][CH:24]2[NH:26][C:27]2[S:28][CH2:29][C:30](=[O:32])[N:31]=2)=[CH:19][CH:18]=1.C([O-])(=O)C.[Na+].